From a dataset of Full USPTO retrosynthesis dataset with 1.9M reactions from patents (1976-2016). Predict the reactants needed to synthesize the given product. (1) Given the product [C:1]1([CH2:7][O:8][CH2:9][CH2:10][O:11][CH2:12][CH2:13][CH:14]([CH2:15][OH:16])[CH2:20][OH:21])[CH:2]=[CH:3][CH:4]=[CH:5][CH:6]=1, predict the reactants needed to synthesize it. The reactants are: [C:1]1([CH2:7][O:8][CH2:9][CH2:10][O:11][CH2:12][CH2:13][CH:14]([C:20](OCC)=[O:21])[C:15](OCC)=[O:16])[CH:6]=[CH:5][CH:4]=[CH:3][CH:2]=1.O.[OH-].[Na+]. (2) The reactants are: [Cl:1][C:2]1[CH:7]=[CH:6][CH:5]=[CH:4][C:3]=1[C@H:8]([O:10][C:11]1[CH:15]=[C:14]([N:16]2[C:20]3[CH:21]=[CH:22][C:23](B4OC(C)(C)C(C)(C)O4)=[CH:24][C:19]=3[N:18]=[CH:17]2)[S:13][C:12]=1[C:34]([NH2:36])=[O:35])[CH3:9].[NH2:37][C:38]1[N:43]=[C:42]([CH3:44])[C:41](Br)=[CH:40][CH:39]=1. Given the product [NH2:37][C:38]1[N:43]=[C:42]([CH3:44])[C:41]([C:23]2[CH:22]=[CH:21][C:20]3[N:16]([C:14]4[S:13][C:12]([C:34]([NH2:36])=[O:35])=[C:11]([O:10][C@@H:8]([C:3]5[CH:4]=[CH:5][CH:6]=[CH:7][C:2]=5[Cl:1])[CH3:9])[CH:15]=4)[CH:17]=[N:18][C:19]=3[CH:24]=2)=[CH:40][CH:39]=1, predict the reactants needed to synthesize it. (3) Given the product [ClH:1].[OH:2][C@H:3]1[CH2:7][N:6]([C:37]([C@@H:32]2[CH2:33][O:34][CH2:35][CH2:36][NH:31]2)=[O:38])[C@H:5]([C:8]([NH:10][CH2:11][C:12]2[CH:13]=[CH:14][C:15]([C:18]3[S:22][CH:21]=[N:20][C:19]=3[CH3:23])=[CH:16][CH:17]=2)=[O:9])[CH2:4]1, predict the reactants needed to synthesize it. The reactants are: [ClH:1].[OH:2][C@H:3]1[CH2:7][NH:6][C@H:5]([C:8]([NH:10][CH2:11][C:12]2[CH:17]=[CH:16][C:15]([C:18]3[S:22][CH:21]=[N:20][C:19]=3[CH3:23])=[CH:14][CH:13]=2)=[O:9])[CH2:4]1.C(OC([N:31]1[CH2:36][CH2:35][O:34][CH2:33][C@H:32]1[C:37](O)=[O:38])=O)(C)(C)C.CCN(C(C)C)C(C)C.CN(C(ON1N=NC2C=CC=NC1=2)=[N+](C)C)C.F[P-](F)(F)(F)(F)F.Cl.O1CCOCC1. (4) Given the product [Br:1][C:2]1[CH:3]=[C:4]2[C:8](=[C:9]([F:11])[CH:10]=1)[N:7]([CH:15]1[CH2:14][CH2:13][CH2:12][CH2:17][O:16]1)[N:6]=[CH:5]2, predict the reactants needed to synthesize it. The reactants are: [Br:1][C:2]1[CH:3]=[C:4]2[C:8](=[C:9]([F:11])[CH:10]=1)[NH:7][N:6]=[CH:5]2.[CH2:12]1[CH2:17][O:16][CH:15]=[CH:14][CH2:13]1.CC1C=CC(S(O)(=O)=O)=CC=1.C([O-])(O)=O.[Na+]. (5) The reactants are: [CH3:1][C:2]1[CH:7]=[C:6]([B:8]2[O:12][C:11]([CH3:14])([CH3:13])[C:10]([CH3:16])([CH3:15])[O:9]2)[CH:5]=[CH:4][C:3]=1[OH:17].C([O-])([O-])=O.[Cs+].[Cs+].[CH2:24]([O:26][C:27](=[O:32])[CH2:28][CH2:29][CH2:30]Br)[CH3:25]. Given the product [CH2:24]([O:26][C:27](=[O:32])[CH2:28][CH2:29][CH2:30][O:17][C:3]1[CH:4]=[CH:5][C:6]([B:8]2[O:12][C:11]([CH3:13])([CH3:14])[C:10]([CH3:16])([CH3:15])[O:9]2)=[CH:7][C:2]=1[CH3:1])[CH3:25], predict the reactants needed to synthesize it.